From a dataset of Acute oral toxicity (LD50) regression data from Zhu et al.. Regression/Classification. Given a drug SMILES string, predict its toxicity properties. Task type varies by dataset: regression for continuous values (e.g., LD50, hERG inhibition percentage) or binary classification for toxic/non-toxic outcomes (e.g., AMES mutagenicity, cardiotoxicity, hepatotoxicity). Dataset: ld50_zhu. (1) The drug is CC1NCCOC1c1ccccc1. The rat oral LD50 is 2.68, given as -log10 of the dose in mol/kg body weight (higher means more acutely toxic). (2) The molecule is OC1(c2ccc(Cl)c(C(F)(F)F)c2)CCN(CCCC(c2ccc(F)cc2)c2ccc(F)cc2)CC1. The rat oral LD50 is 3.52, given as -log10 of the dose in mol/kg body weight (higher means more acutely toxic). (3) The compound is CCC(=O)Nc1ccc(Cl)c(Cl)c1. The rat oral LD50 is 2.77, given as -log10 of the dose in mol/kg body weight (higher means more acutely toxic). (4) The drug is Cc1cc(OCCO)cc(C)c1Cl. The rat oral LD50 is 1.72, given as -log10 of the dose in mol/kg body weight (higher means more acutely toxic).